Dataset: Forward reaction prediction with 1.9M reactions from USPTO patents (1976-2016). Task: Predict the product of the given reaction. (1) Given the reactants C(OC(=O)[NH:7][C:8]1([C:12]2[CH:17]=[CH:16][C:15]([C:18]3[C:38]([C:39]4[CH:44]=[CH:43][CH:42]=[CH:41][CH:40]=4)=[CH:37][N:21]4[N:22]=[C:23]5[C:28]([CH:27]=[C:26]([C:29]6[CH:34]=[CH:33][CH:32]=[C:31]([C:35]#[N:36])[CH:30]=6)[CH:25]=[CH:24]5)=[C:20]4[N:19]=3)=[CH:14][CH:13]=2)[CH2:11][CH2:10][CH2:9]1)(C)(C)C, predict the reaction product. The product is: [NH2:7][C:8]1([C:12]2[CH:13]=[CH:14][C:15]([C:18]3[C:38]([C:39]4[CH:44]=[CH:43][CH:42]=[CH:41][CH:40]=4)=[CH:37][N:21]4[N:22]=[C:23]5[C:28]([CH:27]=[C:26]([C:29]6[CH:30]=[C:31]([CH:32]=[CH:33][CH:34]=6)[C:35]#[N:36])[CH:25]=[CH:24]5)=[C:20]4[N:19]=3)=[CH:16][CH:17]=2)[CH2:9][CH2:10][CH2:11]1. (2) Given the reactants Cl.[NH2:2][C:3]([CH3:8])([CH3:7])[C:4]#[C:5][CH3:6].O.ON1C2C=CC=CC=2N=N1.Cl.CN(C)CCCN=C=NCC.[Cl:32][C:33]1[CH:34]=[C:35]([O:39][CH:40]([CH2:44][CH3:45])[C:41](O)=[O:42])[CH:36]=[N:37][CH:38]=1, predict the reaction product. The product is: [Cl:32][C:33]1[CH:34]=[C:35]([O:39][CH:40]([CH2:44][CH3:45])[C:41]([NH:2][C:3]([CH3:8])([C:4]#[C:5][CH3:6])[CH3:7])=[O:42])[CH:36]=[N:37][CH:38]=1. (3) The product is: [CH2:1]([O:3][C:4]([C:6]1[NH:7][CH:8]=[CH:9][C:10]=1[NH:11][CH2:21][CH:20]([O:19][Si:12]([C:15]([CH3:16])([CH3:18])[CH3:17])([CH3:13])[CH3:14])[C:23]1[CH:28]=[CH:27][C:26]([O:29][CH3:30])=[CH:25][CH:24]=1)=[O:5])[CH3:2]. Given the reactants [CH2:1]([O:3][C:4]([C:6]1[NH:7][CH:8]=[CH:9][C:10]=1[NH2:11])=[O:5])[CH3:2].[Si:12]([O:19][CH:20]([C:23]1[CH:28]=[CH:27][C:26]([O:29][CH3:30])=[CH:25][CH:24]=1)[CH:21]=O)([C:15]([CH3:18])([CH3:17])[CH3:16])([CH3:14])[CH3:13], predict the reaction product.